From a dataset of Full USPTO retrosynthesis dataset with 1.9M reactions from patents (1976-2016). Predict the reactants needed to synthesize the given product. (1) Given the product [OH:32][C@H:31]([C:33]1[CH:34]=[CH:35][C:36]([OH:44])=[C:37]([NH:39][S:40]([CH3:43])(=[O:42])=[O:41])[CH:38]=1)[CH2:30][NH:29][CH:22]1[CH2:21][CH2:20][N:19]([C:16]2[CH:15]=[CH:14][C:13]([NH:12][S:11]([CH2:10][C:9]([OH:8])=[O:28])(=[O:26])=[O:27])=[CH:18][CH:17]=2)[CH2:24][CH2:23]1, predict the reactants needed to synthesize it. The reactants are: C([O:8][C:9](=[O:28])[CH2:10][S:11](=[O:27])(=[O:26])[NH:12][C:13]1[CH:18]=[CH:17][C:16]([N:19]2[CH2:24][CH2:23][C:22](=O)[CH2:21][CH2:20]2)=[CH:15][CH:14]=1)C1C=CC=CC=1.[NH2:29][CH2:30][C@@H:31]([C:33]1[CH:34]=[CH:35][C:36]([OH:44])=[C:37]([NH:39][S:40]([CH3:43])(=[O:42])=[O:41])[CH:38]=1)[OH:32]. (2) Given the product [NH2:24][CH:9]([CH2:10][C:11]1[CH:16]=[CH:15][CH:14]=[C:13]([CH2:17][C:18]([F:23])([F:22])[CH:19]([F:21])[F:20])[CH:12]=1)[CH:8]([C:5]1[CH:4]=[CH:3][C:2]([F:1])=[CH:7][CH:6]=1)[OH:32], predict the reactants needed to synthesize it. The reactants are: [F:1][C:2]1[CH:7]=[CH:6][C:5]([CH:8]([OH:32])[CH:9]([NH:24]C(=O)OC(C)(C)C)[CH2:10][C:11]2[CH:16]=[CH:15][CH:14]=[C:13]([CH2:17][C:18]([F:23])([F:22])[CH:19]([F:21])[F:20])[CH:12]=2)=[CH:4][CH:3]=1. (3) Given the product [OH:38][C@@:31]1([C:29]#[C:30][C:2]2[CH:3]=[C:4]([N:8]3[C:16]4[C:11](=[CH:12][C:13]([O:17][CH2:18][CH2:19][N:20]5[CH2:21][CH2:22][O:23][CH2:24][CH2:25]5)=[CH:14][CH:15]=4)[C:10]([C:26]([NH2:28])=[O:27])=[N:9]3)[CH:5]=[CH:6][CH:7]=2)[CH2:35][CH2:34][N:33]([CH3:36])[C:32]1=[O:37], predict the reactants needed to synthesize it. The reactants are: I[C:2]1[CH:3]=[C:4]([N:8]2[C:16]3[C:11](=[CH:12][C:13]([O:17][CH2:18][CH2:19][N:20]4[CH2:25][CH2:24][O:23][CH2:22][CH2:21]4)=[CH:14][CH:15]=3)[C:10]([C:26]([NH2:28])=[O:27])=[N:9]2)[CH:5]=[CH:6][CH:7]=1.[C:29]([C@:31]1([OH:38])[CH2:35][CH2:34][N:33]([CH3:36])[C:32]1=[O:37])#[CH:30]. (4) Given the product [N:1]1([CH2:7][C:8]2[CH:14]=[CH:13][C:11]([NH:12][C:15](=[O:22])[CH2:16][CH2:17][CH2:18][C:19]([OH:21])=[O:20])=[CH:10][CH:9]=2)[CH2:6][CH2:5][O:4][CH2:3][CH2:2]1, predict the reactants needed to synthesize it. The reactants are: [N:1]1([CH2:7][C:8]2[CH:14]=[CH:13][C:11]([NH2:12])=[CH:10][CH:9]=2)[CH2:6][CH2:5][O:4][CH2:3][CH2:2]1.[C:15]1(=[O:22])[O:21][C:19](=[O:20])[CH2:18][CH2:17][CH2:16]1.CCN(C(C)C)C(C)C. (5) Given the product [C:11]([C:6]1[CH:7]=[CH:8][C:9](=[O:10])[N:4]([CH:1]([CH3:2])[CH3:3])[N:5]=1)#[CH:12], predict the reactants needed to synthesize it. The reactants are: [CH:1]([N:4]1[C:9](=[O:10])[CH:8]=[CH:7][C:6]([C:11]#[C:12][Si](C)(C)C)=[N:5]1)([CH3:3])[CH3:2].[OH-].[Na+].Cl. (6) Given the product [Br:8][CH2:7][CH2:6][CH2:5][CH2:4][CH2:3][CH2:2][O:16][CH2:21][C:22]1([CH2:23][CH3:24])[CH2:14][O:13][CH2:12]1, predict the reactants needed to synthesize it. The reactants are: Br[CH2:2][CH2:3][CH2:4][CH2:5][CH2:6][CH2:7][Br:8].C(C1(O)[CH2:14][O:13][CH2:12]1)C.[OH-:16].[Na+].O.CC[CH2:21][CH2:22][CH2:23][CH3:24].